Dataset: Forward reaction prediction with 1.9M reactions from USPTO patents (1976-2016). Task: Predict the product of the given reaction. (1) Given the reactants [O:1]=[C:2]1[C:11]2[C:6](=[CH:7][CH:8]=[CH:9][CH:10]=2)[NH:5][CH:4]=[C:3]1[C:12]#[N:13].[F:14][C:15]1[CH:22]=[C:21]([C:23]([F:26])([F:25])[F:24])[CH:20]=[CH:19][C:16]=1[CH2:17]Cl, predict the reaction product. The product is: [F:14][C:15]1[CH:22]=[C:21]([C:23]([F:24])([F:25])[F:26])[CH:20]=[CH:19][C:16]=1[CH2:17][N:5]1[C:6]2[C:11](=[CH:10][CH:9]=[CH:8][CH:7]=2)[C:2](=[O:1])[C:3]([C:12]#[N:13])=[CH:4]1. (2) The product is: [Br:1][C:2]1[CH:3]=[C:4]([CH2:9][N:12]2[C:20](=[O:21])[C:19]3[C:14](=[CH:15][CH:16]=[CH:17][CH:18]=3)[C:13]2=[O:22])[CH:5]=[C:6]([I:8])[CH:7]=1. Given the reactants [Br:1][C:2]1[CH:7]=[C:6]([I:8])[CH:5]=[C:4]([CH2:9]Cl)[CH:3]=1.[K][N:12]1[C:20](=[O:21])[C:19]2[C:14](=[CH:15][CH:16]=[CH:17][CH:18]=2)[C:13]1=[O:22], predict the reaction product. (3) Given the reactants [CH3:1][O:2][C:3]1[CH:8]=[CH:7][C:6]([C:9]2[N:10]=[C:11]([CH:22]3[CH2:27][CH2:26][N:25]([C:28](=[O:32])[N:29]([OH:31])[CH3:30])[CH2:24][CH2:23]3)[O:12][C:13]=2[C:14]2[CH:19]=[CH:18][C:17]([O:20][CH3:21])=[CH:16][CH:15]=2)=[CH:5][CH:4]=1.[H-].[Na+].Br[CH2:36][C:37]([O:39][C:40]([CH3:43])([CH3:42])[CH3:41])=[O:38].[Cl-].[NH4+], predict the reaction product. The product is: [CH3:1][O:2][C:3]1[CH:8]=[CH:7][C:6]([C:9]2[N:10]=[C:11]([CH:22]3[CH2:23][CH2:24][N:25]([C:28](=[O:32])[N:29]([O:31][CH2:36][C:37]([O:39][C:40]([CH3:43])([CH3:42])[CH3:41])=[O:38])[CH3:30])[CH2:26][CH2:27]3)[O:12][C:13]=2[C:14]2[CH:15]=[CH:16][C:17]([O:20][CH3:21])=[CH:18][CH:19]=2)=[CH:5][CH:4]=1. (4) The product is: [CH3:15][N:1]1[C:9]2[C:4](=[CH:5][CH:6]=[CH:7][CH:8]=2)[C:3]([C:10]([OH:12])=[O:11])=[CH:2]1. Given the reactants [NH:1]1[C:9]2[C:4](=[CH:5][CH:6]=[CH:7][CH:8]=2)[C:3]([C:10]([OH:12])=[O:11])=[CH:2]1.[H-].[Na+].[CH3:15]I.O, predict the reaction product. (5) Given the reactants C(OC(=O)[NH:7][CH:8]([CH2:34][C:35]1[S:36][CH:37]=[CH:38][CH:39]=1)[C:9]([N:11]1[CH2:16][CH2:15][C:14]([CH2:26][C:27]2[CH:32]=[CH:31][C:30]([NH2:33])=[CH:29][CH:28]=2)([C:17](=[O:25])[NH:18][CH:19]2[CH2:24][CH2:23][CH2:22][CH2:21][CH2:20]2)[CH2:13][CH2:12]1)=[O:10])(C)(C)C.[C:41](OC(=O)C)(=[O:43])[CH3:42].C(N(C(C)C)CC)(C)C, predict the reaction product. The product is: [CH:19]1([NH:18][C:17]([C:14]2([CH2:26][C:27]3[CH:32]=[CH:31][C:30]([NH:33][C:41](=[O:43])[CH3:42])=[CH:29][CH:28]=3)[CH2:13][CH2:12][N:11]([C:9](=[O:10])[C@@H:8]([NH2:7])[CH2:34][C:35]3[S:36][CH:37]=[CH:38][CH:39]=3)[CH2:16][CH2:15]2)=[O:25])[CH2:20][CH2:21][CH2:22][CH2:23][CH2:24]1.